Dataset: Reaction yield outcomes from USPTO patents with 853,638 reactions. Task: Predict the reaction yield, written as a fraction of the theoretical maximum amount of product (1.0 means a 100% yield; for example, 0.34 means a 34% yield). (1) The reactants are CC(C)([O-])C.[K+].Br[CH2:8][CH2:9][CH2:10][CH2:11][CH2:12][CH:13]([CH2:17][CH2:18][CH3:19])[CH2:14][CH2:15][CH3:16].Cl. The catalyst is O1CCCC1. The product is [CH2:17]([CH:13]([CH2:14][CH2:15][CH3:16])[CH2:12][CH2:11][CH2:10][CH:9]=[CH2:8])[CH2:18][CH3:19]. The yield is 0.840. (2) The reactants are [N+:1]([C:4]1[CH:9]=[CH:8][C:7]([CH2:10][CH:11]([NH:13][CH2:14][C:15]2[CH:20]=[CH:19][CH:18]=[CH:17][CH:16]=2)[CH3:12])=[CH:6][CH:5]=1)([O-:3])=[O:2].C(O)(=O)[C@H](C1C=CC=CC=1)O. No catalyst specified. The product is [N+:1]([C:4]1[CH:5]=[CH:6][C:7]([CH2:10][C@H:11]([NH:13][CH2:14][C:15]2[CH:16]=[CH:17][CH:18]=[CH:19][CH:20]=2)[CH3:12])=[CH:8][CH:9]=1)([O-:3])=[O:2]. The yield is 0.490. (3) The reactants are [OH-].[Na+].[Si:3]([O:10][C@@H:11]([CH2:30][O:31][Si:32]([C:35]([CH3:38])([CH3:37])[CH3:36])([CH3:34])[CH3:33])[CH2:12][CH2:13][CH:14]1[C@H:18]2[CH2:19][C:20]3[C:25]([CH2:26][C@H:17]2[CH2:16][C:15]1=[O:29])=[C:24]([O:27][CH3:28])[CH:23]=[CH:22][CH:21]=3)([C:6]([CH3:9])([CH3:8])[CH3:7])([CH3:5])[CH3:4].[BH4-].[Na+].C(OCC)(=O)C.CCCCCCC. The catalyst is C(O)C.[Cl-].[Na+].O. The product is [Si:3]([O:10][C@@H:11]([CH2:30][O:31][Si:32]([C:35]([CH3:38])([CH3:37])[CH3:36])([CH3:33])[CH3:34])[CH2:12][CH2:13][C@@H:14]1[C@H:18]2[CH2:19][C:20]3[C:25]([CH2:26][C@H:17]2[CH2:16][C@H:15]1[OH:29])=[C:24]([O:27][CH3:28])[CH:23]=[CH:22][CH:21]=3)([C:6]([CH3:7])([CH3:8])[CH3:9])([CH3:5])[CH3:4]. The yield is 0.730.